From a dataset of Reaction yield outcomes from USPTO patents with 853,638 reactions. Predict the reaction yield, written as a fraction of the theoretical maximum amount of product (1.0 means a 100% yield; for example, 0.34 means a 34% yield). The catalyst is O1CCOCC1.O.C(Cl)Cl. The yield is 0.511. The product is [NH2:22][C:9]1[CH:10]=[C:11]([C@@H:30]2[CH2:32][C@@H:31]2[C:33]([O:35][CH2:36][CH3:37])=[O:34])[CH:12]=[CH:13][C:8]=1[N:7]([CH:1]1[CH2:6][CH2:5][CH2:4][CH2:3][CH2:2]1)[CH2:23][CH2:24][C:25]([F:28])([F:26])[F:27]. The reactants are [CH:1]1([N:7]([CH2:23][CH2:24][C:25]([F:28])([F:27])[F:26])[C:8]2[C:9]([NH2:22])=[CH:10][C:11](B3OCC(C)(C)CO3)=[CH:12][CH:13]=2)[CH2:6][CH2:5][CH2:4][CH2:3][CH2:2]1.I[C@@H:30]1[CH2:32][C@@H:31]1[C:33]([O:35][CH2:36][CH3:37])=[O:34].C(=O)([O-])[O-].[Cs+].[Cs+].